From a dataset of Peptide-MHC class I binding affinity with 185,985 pairs from IEDB/IMGT. Regression. Given a peptide amino acid sequence and an MHC pseudo amino acid sequence, predict their binding affinity value. This is MHC class I binding data. The peptide sequence is RQTPTAFEF. The MHC is Mamu-B52 with pseudo-sequence Mamu-B52. The binding affinity (normalized) is 0.590.